This data is from Full USPTO retrosynthesis dataset with 1.9M reactions from patents (1976-2016). The task is: Predict the reactants needed to synthesize the given product. (1) The reactants are: [N:1]1[C:9]2[C:4](=[N:5][CH:6]=[CH:7][CH:8]=2)[N:3]([OH:10])[N:2]=1.[CH3:11][N:12]([C:16]1[CH:21]=[CH:20][CH:19]=[CH:18][CH:17]=1)[C:13](Cl)=[O:14]. Given the product [N:1]1[C:9]2[C:4](=[N:5][CH:6]=[CH:7][CH:8]=2)[N:3]([O:10][C:13](=[O:14])[N:12]([CH3:11])[C:16]2[CH:21]=[CH:20][CH:19]=[CH:18][CH:17]=2)[N:2]=1, predict the reactants needed to synthesize it. (2) Given the product [N:8]1[C:9]2[C:14](=[CH:13][CH:12]=[CH:11][CH:10]=2)[C:5]([NH:4][CH2:3][CH2:2][O:1][C:13]2[CH:14]=[C:9]3[C:10]([CH:19]=[N:18][C:20](=[O:21])[NH:8]3)=[CH:11][CH:12]=2)=[CH:6][CH:7]=1, predict the reactants needed to synthesize it. The reactants are: [OH:1][CH2:2][CH2:3][NH:4][C:5]1[C:14]2[C:9](=[CH:10][CH:11]=[CH:12][CH:13]=2)[N:8]=[CH:7][CH:6]=1.[H-].[Na+].C[N:18]([CH:20]=[O:21])[CH3:19]. (3) Given the product [Br:30][C:31]1[CH:39]=[CH:38][C:34]([C:35]([NH:19][C:20]2[CH:29]=[CH:28][C:23]([C:24]([O:26][CH3:27])=[O:25])=[CH:22][N:21]=2)=[O:36])=[CH:33][N:32]=1, predict the reactants needed to synthesize it. The reactants are: [I-].ClC1C=CC=C[N+]=1C.CCN(C(C)C)C(C)C.[NH2:19][C:20]1[CH:29]=[CH:28][C:23]([C:24]([O:26][CH3:27])=[O:25])=[CH:22][N:21]=1.[Br:30][C:31]1[CH:39]=[CH:38][C:34]([C:35](O)=[O:36])=[CH:33][N:32]=1. (4) Given the product [N+:8]([C:5]1[CH:6]=[CH:7][C:2]([O:11][C:12]2[CH:13]=[N:14][CH:15]=[CH:16][CH:17]=2)=[CH:3][CH:4]=1)([O-:10])=[O:9], predict the reactants needed to synthesize it. The reactants are: F[C:2]1[CH:7]=[CH:6][C:5]([N+:8]([O-:10])=[O:9])=[CH:4][CH:3]=1.[OH:11][C:12]1[CH:13]=[N:14][CH:15]=[CH:16][CH:17]=1.C(=O)([O-])[O-].[K+].[K+].O. (5) Given the product [CH2:10]([N:7]1[C:6]2[CH:14]=[C:2]([C:17]3[NH:16][N:15]=[CH:19][CH:18]=3)[CH:3]=[CH:4][C:5]=2[N:9]=[CH:8]1)[CH:11]([CH3:13])[CH3:12], predict the reactants needed to synthesize it. The reactants are: Br[C:2]1[CH:3]=[CH:4][C:5]2[N:9]=[CH:8][N:7]([CH2:10][CH:11]([CH3:13])[CH3:12])[C:6]=2[CH:14]=1.[NH:15]1[C:19](B(O)O)=[CH:18][CH:17]=[N:16]1.C([O-])([O-])=O.[Na+].[Na+].C(O)C. (6) Given the product [O:21]1[C:25]2[CH:26]=[CH:27][CH:28]=[CH:29][C:24]=2[CH:23]=[C:22]1[C:2]1[CH:3]=[N:4][CH:5]=[C:6]([C:9]=1[NH:10][C:11]1[C:12]([CH3:20])=[C:13]2[C:17](=[CH:18][CH:19]=1)[NH:16][CH:15]=[CH:14]2)[C:7]#[N:8], predict the reactants needed to synthesize it. The reactants are: I[C:2]1[CH:3]=[N:4][CH:5]=[C:6]([C:9]=1[NH:10][C:11]1[C:12]([CH3:20])=[C:13]2[C:17](=[CH:18][CH:19]=1)[NH:16][CH:15]=[CH:14]2)[C:7]#[N:8].[O:21]1[C:25]2[CH:26]=[CH:27][CH:28]=[CH:29][C:24]=2[CH:23]=[C:22]1B(O)O.C([O-])([O-])=O.[Na+].[Na+]. (7) Given the product [Cl:47][C:44]1[CH:45]=[C:46]2[NH:4][C:5](=[O:48])[C:6]3([CH:11]([C:12]4[CH:17]=[C:16]([Cl:18])[CH:15]=[CH:14][C:13]=4[O:19][C:20]([CH2:30][CH3:31])([CH2:28][CH3:29])[C:21]([NH:23][S:24]([CH3:27])(=[O:25])=[O:26])=[O:22])[CH2:10][C:9](=[S:50])[NH:8][CH:7]3[C:33]3[CH:38]=[C:37]([Cl:39])[CH:36]=[CH:35][C:34]=3[CH3:40])[C:41]2=[CH:42][CH:43]=1, predict the reactants needed to synthesize it. The reactants are: C([N:4]1[C:46]2[C:41](=[CH:42][CH:43]=[C:44]([Cl:47])[CH:45]=2)[C:6]2([CH:11]([C:12]3[CH:17]=[C:16]([Cl:18])[CH:15]=[CH:14][C:13]=3[O:19][C:20]([CH2:30][CH3:31])([CH2:28][CH3:29])[C:21]([NH:23][S:24]([CH3:27])(=[O:26])=[O:25])=[O:22])[CH2:10][C:9](=O)[NH:8][CH:7]2[C:33]2[CH:38]=[C:37]([Cl:39])[CH:36]=[CH:35][C:34]=2[CH3:40])[C:5]1=[O:48])(=O)C.P12(SP3(SP(SP(S3)(S1)=S)(=S)S2)=S)=[S:50].